This data is from Catalyst prediction with 721,799 reactions and 888 catalyst types from USPTO. The task is: Predict which catalyst facilitates the given reaction. (1) Reactant: [CH3:1][O:2][C:3]1[CH:4]=[C:5]([CH:11]([N:16]2[CH2:24][C:23]3[C:18](=[CH:19][CH:20]=[CH:21][CH:22]=3)[C:17]2=[O:25])[CH2:12][C:13](O)=[O:14])[CH:6]=[CH:7][C:8]=1[O:9][CH3:10].C(N1C=CN=C1)([N:28]1C=CN=C1)=O. Product: [CH3:1][O:2][C:3]1[CH:4]=[C:5]([CH:11]([N:16]2[CH2:24][C:23]3[C:18](=[CH:19][CH:20]=[CH:21][CH:22]=3)[C:17]2=[O:25])[CH2:12][C:13]([NH2:28])=[O:14])[CH:6]=[CH:7][C:8]=1[O:9][CH3:10]. The catalyst class is: 7. (2) Reactant: [F:1][C:2]1[CH:7]=[CH:6][C:5]([N:8]2[C:12]([CH3:13])=[C:11]([C:14]([OH:16])=O)[N:10]=[N:9]2)=[CH:4][CH:3]=1.[CH3:17][C:18]1[N:23]=[C:22]([NH2:24])[CH:21]=[CH:20][CH:19]=1.CCN(C(C)C)C(C)C.C1C=NC2N(O)N=NC=2C=1.CN(C(ON1N=NC2C=CC=NC1=2)=[N+](C)C)C.F[P-](F)(F)(F)(F)F. Product: [F:1][C:2]1[CH:3]=[CH:4][C:5]([N:8]2[C:12]([CH3:13])=[C:11]([C:14]([NH:24][C:22]3[CH:21]=[CH:20][CH:19]=[C:18]([CH3:17])[N:23]=3)=[O:16])[N:10]=[N:9]2)=[CH:6][CH:7]=1. The catalyst class is: 37. (3) Product: [CH3:11][C:9]1[CH:8]=[CH:7][N:6]=[C:5]2[N:4]([CH2:12][O:13][CH2:14][CH2:15][Si:16]([CH3:19])([CH3:18])[CH3:17])[N:3]=[C:2]([C:28]3[CH2:33][CH2:32][N:31]([C:34]([O:36][C:37]([CH3:40])([CH3:39])[CH3:38])=[O:35])[CH2:30][CH:29]=3)[C:10]=12. Reactant: I[C:2]1[C:10]2[C:5](=[N:6][CH:7]=[CH:8][C:9]=2[CH3:11])[N:4]([CH2:12][O:13][CH2:14][CH2:15][Si:16]([CH3:19])([CH3:18])[CH3:17])[N:3]=1.CC1(C)C(C)(C)OB([C:28]2[CH2:33][CH2:32][N:31]([C:34]([O:36][C:37]([CH3:40])([CH3:39])[CH3:38])=[O:35])[CH2:30][CH:29]=2)O1. The catalyst class is: 38. (4) Reactant: [CH2:1]([O:3][C:4](=[O:37])[CH2:5][O:6][C:7]1[CH:33]=[CH:32][C:10]2[C:11]([CH2:14][CH2:15][C:16]3[N:17]=[C:18]([C:24]4[CH:29]=[CH:28][C:27]([Cl:30])=[CH:26][C:25]=4[Cl:31])[O:19][C:20]=3[CH:21]([CH3:23])[CH3:22])=[N:12][O:13][C:9]=2[C:8]=1[CH2:34][CH:35]=[CH2:36])[CH3:2]. Product: [CH2:1]([O:3][C:4](=[O:37])[CH2:5][O:6][C:7]1[CH:33]=[CH:32][C:10]2[C:11]([CH2:14][CH2:15][C:16]3[N:17]=[C:18]([C:24]4[CH:29]=[CH:28][C:27]([Cl:30])=[CH:26][C:25]=4[Cl:31])[O:19][C:20]=3[CH:21]([CH3:22])[CH3:23])=[N:12][O:13][C:9]=2[C:8]=1[CH2:34][CH2:35][CH3:36])[CH3:2]. The catalyst class is: 29. (5) Reactant: Cl.[CH3:2][C@H:3]1[O:8][CH2:7][CH2:6][NH:5][CH2:4]1.Br[C:10]1[CH:15]=[CH:14][C:13]([NH:16]C(=O)C)=[CH:12][C:11]=1[CH3:20].C(P(C(C)(C)C)C1C=CC=CC=1C1C=CC=CC=1)(C)(C)C.[Li+].C[Si]([N-][Si](C)(C)C)(C)C. Product: [CH3:20][C:11]1[CH:12]=[C:13]([CH:14]=[CH:15][C:10]=1[N:5]1[CH2:6][CH2:7][O:8][C@H:3]([CH3:2])[CH2:4]1)[NH2:16]. The catalyst class is: 110. (6) Reactant: I[C:2]1[CH:23]=[CH:22][C:5]2[C:6]([NH:15][CH:16]([CH3:21])[C:17]([CH3:20])([CH3:19])[CH3:18])=[N:7][C:8]3[CH:9]=[CH:10][NH:11][C:12](=[O:14])[C:13]=3[C:4]=2[CH:3]=1.N1CCC[C@H]1C(O)=O.[OH-].[Na+].[Na+].[CH3:35][S:36]([O-:38])=[O:37]. Product: [CH3:35][S:36]([C:2]1[CH:23]=[CH:22][C:5]2[C:6]([NH:15][CH:16]([CH3:21])[C:17]([CH3:20])([CH3:19])[CH3:18])=[N:7][C:8]3[CH:9]=[CH:10][NH:11][C:12](=[O:14])[C:13]=3[C:4]=2[CH:3]=1)(=[O:38])=[O:37]. The catalyst class is: 419. (7) Reactant: C1OCCOCCOCCOCCOCC[O:3]C1.[CH3:19][O:20][C:21]1[CH:31]=[CH:30][C:29]2[C:32]3[C:22]=1[C:23](=[O:34])[C:24](=[O:33])[C:25]=3[CH:26]=[CH:27][CH:28]=2.O.Cl. Product: [CH3:19][O:20][C:21]1[CH:22]=[C:32]2[C:29]([CH:28]=[CH:27][CH:26]=[C:25]2[C:24](=[O:33])[C:23]([OH:34])=[O:3])=[CH:30][CH:31]=1. The catalyst class is: 16. (8) Reactant: [ClH:1].[N:2]12[CH2:9][CH2:8][CH:5]([CH2:6][CH2:7]1)[CH:4]([CH2:10][C:11](OC1C(F)=C(F)C(F)=C(F)C=1F)=O)[CH2:3]2.[Br:25][C:26]1[CH:35]=[CH:34][C:29]2[CH:30]=[C:31]([NH2:33])[S:32][C:28]=2[CH:27]=1.C(=O)([O-])[O-:37].Cl. Product: [ClH:1].[CH:4]12[CH2:5][CH2:8][CH:9]([CH2:11][CH2:10]1)[N:2]([CH2:7][C:6]([NH:33][C:31]1[S:32][C:28]3[CH:27]=[C:26]([Br:25])[CH:35]=[CH:34][C:29]=3[CH:30]=1)=[O:37])[CH2:3]2. The catalyst class is: 618. (9) Reactant: [C:1]([C:4]1[C:9]([N+:10]([O-:12])=[O:11])=[CH:8][CH:7]=[C:6]([Cl:13])[C:5]=1[S:14]([NH2:17])(=[O:16])=[O:15])(=[O:3])[CH3:2].[H-].[Na+].I[CH3:21].Cl. Product: [CH3:21][NH:17][S:14]([C:5]1[C:6]([Cl:13])=[CH:7][CH:8]=[C:9]([N+:10]([O-:12])=[O:11])[C:4]=1[C:1](=[O:3])[CH3:2])(=[O:15])=[O:16]. The catalyst class is: 9.